Predict the reactants needed to synthesize the given product. From a dataset of Full USPTO retrosynthesis dataset with 1.9M reactions from patents (1976-2016). (1) Given the product [CH2:12]([C:6]1[N:7]=[C:8]2[C:3]([C:2]([NH:21][C:19]3[CH:20]=[C:15]([CH3:14])[CH:16]=[CH:17][C:18]=3[S:22][C:23]3[CH:24]=[CH:25][CH:26]=[CH:27][CH:28]=3)=[CH:11][CH:10]=[N:9]2)=[CH:4][CH:5]=1)[CH3:13], predict the reactants needed to synthesize it. The reactants are: Cl[C:2]1[CH:11]=[CH:10][N:9]=[C:8]2[C:3]=1[CH:4]=[CH:5][C:6]([CH2:12][CH3:13])=[N:7]2.[CH3:14][C:15]1[CH:16]=[CH:17][C:18]([S:22][C:23]2[CH:28]=[CH:27][CH:26]=[CH:25][CH:24]=2)=[C:19]([NH2:21])[CH:20]=1. (2) Given the product [Br:1][C:2]1[C:3]([NH:15][CH2:13][CH3:14])=[CH:4][C:5]([C:8]([F:11])([F:10])[F:9])=[N:6][CH:7]=1, predict the reactants needed to synthesize it. The reactants are: [Br:1][C:2]1[C:3](I)=[CH:4][C:5]([C:8]([F:11])([F:10])[F:9])=[N:6][CH:7]=1.[CH2:13]([NH2:15])[CH3:14].C1COCC1. (3) Given the product [Br:1][C:2]1[CH:3]=[CH:4][C:5]([C@:8]2([C:23]([OH:25])=[O:24])[CH2:10][C:9]2([C:11]2[CH:12]=[CH:13][CH:14]=[CH:15][CH:16]=2)[C:17]2[CH:22]=[CH:21][CH:20]=[CH:19][CH:18]=2)=[CH:6][CH:7]=1, predict the reactants needed to synthesize it. The reactants are: [Br:1][C:2]1[CH:7]=[CH:6][C:5]([C@:8]2([C:23]([O:25]C)=[O:24])[CH2:10][C:9]2([C:17]2[CH:22]=[CH:21][CH:20]=[CH:19][CH:18]=2)[C:11]2[CH:16]=[CH:15][CH:14]=[CH:13][CH:12]=2)=[CH:4][CH:3]=1.CC([O-])(C)C.[K+]. (4) Given the product [C:11]([O:14][C:15]([NH:1][CH:2]([C:6]([F:9])([F:8])[F:7])[C:3]([OH:5])=[O:4])=[O:16])([CH3:13])([CH3:12])[CH3:10], predict the reactants needed to synthesize it. The reactants are: [NH2:1][CH:2]([C:6]([F:9])([F:8])[F:7])[C:3]([OH:5])=[O:4].[CH3:10][C:11]([O:14][C:15](O[C:15]([O:14][C:11]([CH3:13])([CH3:12])[CH3:10])=[O:16])=[O:16])([CH3:13])[CH3:12].